This data is from Forward reaction prediction with 1.9M reactions from USPTO patents (1976-2016). The task is: Predict the product of the given reaction. (1) Given the reactants [Cl:1][C:2]1[CH:7]=[CH:6][C:5]([C:8]2[C:14]3[CH:15]=[C:16]([O:19][CH3:20])[CH:17]=[CH:18][C:13]=3[N:12]3[C:21]([CH3:24])=[N:22][N:23]=[C:11]3[C@H:10]([CH2:25][C:26](O)=[O:27])[N:9]=2)=[CH:4][CH:3]=1.CCN=C=NCCCN(C)C.C1C=CC2N(O)N=NC=2C=1.[NH2:50][CH2:51][CH2:52][O:53][CH2:54][CH2:55][O:56][CH2:57][CH2:58][O:59][CH2:60][CH2:61][O:62][C:63]1[CH:64]=[CH:65][C:66]2[N:72]3[C:73]([CH3:76])=[N:74][N:75]=[C:71]3[C@H:70]([CH2:77][C:78]([NH:80][CH2:81][CH3:82])=[O:79])[N:69]=[C:68]([C:83]3[CH:88]=[CH:87][C:86]([Cl:89])=[CH:85][CH:84]=3)[C:67]=2[CH:90]=1, predict the reaction product. The product is: [Cl:89][C:86]1[CH:87]=[CH:88][C:83]([C:68]2[C:67]3[CH:90]=[C:63]([O:62][CH2:61][CH2:60][O:59][CH2:58][CH2:57][O:56][CH2:55][CH2:54][O:53][CH2:52][CH2:51][NH:50][C:26](=[O:27])[CH2:25][C@@H:10]4[N:9]=[C:8]([C:5]5[CH:6]=[CH:7][C:2]([Cl:1])=[CH:3][CH:4]=5)[C:14]5[CH:15]=[C:16]([O:19][CH3:20])[CH:17]=[CH:18][C:13]=5[N:12]5[C:21]([CH3:24])=[N:22][N:23]=[C:11]45)[CH:64]=[CH:65][C:66]=3[N:72]3[C:73]([CH3:76])=[N:74][N:75]=[C:71]3[C@H:70]([CH2:77][C:78]([NH:80][CH2:81][CH3:82])=[O:79])[N:69]=2)=[CH:84][CH:85]=1. (2) Given the reactants C(O)(C(F)(F)F)=O.[Br:8][C:9]1[C:10]([N:36]2[CH2:41][CH2:40][CH2:39][C@@H:38]([N:42](C(OC(C)(C)C)=O)[CH3:43])[CH2:37]2)=[C:11]2[C:17]([NH:18][C:19]([C:21]3[CH:26]=[CH:25][C:24](=[O:27])[N:23]([CH3:28])[CH:22]=3)=[O:20])=[CH:16][N:15](C(OC(C)(C)C)=O)[C:12]2=[N:13][CH:14]=1.C(Cl)[Cl:52], predict the reaction product. The product is: [ClH:52].[Br:8][C:9]1[C:10]([N:36]2[CH2:41][CH2:40][CH2:39][C@@H:38]([NH:42][CH3:43])[CH2:37]2)=[C:11]2[C:17]([NH:18][C:19]([C:21]3[CH:26]=[CH:25][C:24](=[O:27])[N:23]([CH3:28])[CH:22]=3)=[O:20])=[CH:16][NH:15][C:12]2=[N:13][CH:14]=1. (3) Given the reactants [CH3:1][S:2][C:3]1[NH:7][C:6]2[CH:8]=[CH:9][CH:10]=[CH:11][C:5]=2[N:4]=1.[Cl:12][C:13]1[N:18]=[C:17](Cl)[N:16]=[C:15]([N:20]2[CH2:25][CH2:24][O:23][CH2:22][CH2:21]2)[N:14]=1.C([O-])([O-])=O.[K+].[K+], predict the reaction product. The product is: [Cl:12][C:13]1[N:14]=[C:15]([N:20]2[CH2:21][CH2:22][O:23][CH2:24][CH2:25]2)[N:16]=[C:17]([N:7]2[C:6]3[CH:8]=[CH:9][CH:10]=[CH:11][C:5]=3[N:4]=[C:3]2[S:2][CH3:1])[N:18]=1. (4) Given the reactants Br[C:2]1[CH:3]=[C:4]([S:8]([NH:11][C:12]2[CH:21]=[CH:20][C:15]([C:16]([O:18][CH3:19])=[O:17])=[C:14]([OH:22])[CH:13]=2)(=[O:10])=[O:9])[CH:5]=[CH:6][CH:7]=1.[F:23][C:24]1[CH:29]=[CH:28][C:27]([F:30])=[CH:26][C:25]=1B(O)O, predict the reaction product. The product is: [F:23][C:24]1[CH:29]=[CH:28][C:27]([F:30])=[CH:26][C:25]=1[C:2]1[CH:7]=[CH:6][CH:5]=[C:4]([S:8]([NH:11][C:12]2[CH:21]=[CH:20][C:15]([C:16]([O:18][CH3:19])=[O:17])=[C:14]([OH:22])[CH:13]=2)(=[O:10])=[O:9])[CH:3]=1.